Dataset: Forward reaction prediction with 1.9M reactions from USPTO patents (1976-2016). Task: Predict the product of the given reaction. (1) Given the reactants [CH3:1][C@H:2]1[CH2:7][NH:6][C@H:5]([CH3:8])[CH2:4][N:3]1[C@H:9]([C:24]1[CH:36]=[CH:35][C:27]([C:28]([N:30]([CH2:33][CH3:34])[CH2:31][CH3:32])=[O:29])=[CH:26][CH:25]=1)[C:10]1[CH:15]=[CH:14][CH:13]=[C:12]([O:16]S(C(F)(F)F)(=O)=O)[CH:11]=1.[I-].[Na+].C(N(CC)CC)C.[F:46][C:47]1[CH:54]=[CH:53][C:50]([CH2:51]Br)=[CH:49][CH:48]=1.[OH-].[Na+], predict the reaction product. The product is: [CH3:1][C@H:2]1[CH2:7][N:6]([CH2:51][C:50]2[CH:53]=[CH:54][C:47]([F:46])=[CH:48][CH:49]=2)[C@H:5]([CH3:8])[CH2:4][N:3]1[C@H:9]([C:24]1[CH:25]=[CH:26][C:27]([C:28]([N:30]([CH2:31][CH3:32])[CH2:33][CH3:34])=[O:29])=[CH:35][CH:36]=1)[C:10]1[CH:15]=[CH:14][CH:13]=[C:12]([OH:16])[CH:11]=1. (2) Given the reactants [CH3:1][C:2]1[N:3]=[C:4]2[S:22][CH:21]=[CH:20][N:5]2[C:6](=[O:19])[C:7]=1[C:8]1[CH:13]=[CH:12][C:11]([O:14][C:15]([F:18])([F:17])[F:16])=[CH:10][CH:9]=1.[CH:23]1([CH2:27][O:28][C:29]2[C:36]([O:37][CH3:38])=[CH:35][CH:34]=[CH:33][C:30]=2[CH:31]=O)[CH2:26][CH2:25][CH2:24]1.[O-]CC.[Na+], predict the reaction product. The product is: [CH:23]1([CH2:27][O:28][C:29]2[C:36]([O:37][CH3:38])=[CH:35][CH:34]=[CH:33][C:30]=2/[CH:31]=[CH:1]/[C:2]2[N:3]=[C:4]3[S:22][CH:21]=[CH:20][N:5]3[C:6](=[O:19])[C:7]=2[C:8]2[CH:13]=[CH:12][C:11]([O:14][C:15]([F:17])([F:18])[F:16])=[CH:10][CH:9]=2)[CH2:24][CH2:25][CH2:26]1. (3) Given the reactants [CH3:1][C:2]1[N:6]([CH:7]2[CH2:12][CH2:11][O:10][CH2:9][CH2:8]2)[C:5]2[CH:13]=[CH:14][C:15]([C:17]([OH:19])=O)=[CH:16][C:4]=2[N:3]=1.S(Cl)(Cl)=O.O[C:25]1[CH:31]=[CH:30][C:29]([N+:32]([O-:34])=[O:33])=[CH:28][C:26]=1N.C([N:37](CC)CC)C.[OH2:42], predict the reaction product. The product is: [OH:42][C:26]1[CH:28]=[C:29]([N+:32]([O-:34])=[O:33])[CH:30]=[CH:31][C:25]=1[NH:37][C:17]([C:15]1[CH:14]=[CH:13][C:5]2[N:6]([CH:7]3[CH2:8][CH2:9][O:10][CH2:11][CH2:12]3)[C:2]([CH3:1])=[N:3][C:4]=2[CH:16]=1)=[O:19]. (4) The product is: [OH:18][C:2]1[CH:3]=[C:4]([C:14](=[O:16])[CH3:15])[CH:5]=[C:6]([S:8]([F:13])([F:12])([F:11])([F:10])[F:9])[CH:7]=1. Given the reactants N[C:2]1[CH:3]=[C:4]([C:14](=[O:16])[CH3:15])[CH:5]=[C:6]([S:8]([F:13])([F:12])([F:11])([F:10])[F:9])[CH:7]=1.N([O-])=[O:18].[Na+], predict the reaction product. (5) Given the reactants Cl[C:2]1[CH:7]=[CH:6][C:5]([N+:8]([O-:10])=[O:9])=[CH:4][CH:3]=1.[NH:11]1[CH2:16][CH2:15][S:14][CH2:13][CH2:12]1, predict the reaction product. The product is: [N+:8]([C:5]1[CH:6]=[CH:7][C:2]([N:11]2[CH2:16][CH2:15][S:14][CH2:13][CH2:12]2)=[CH:3][CH:4]=1)([O-:10])=[O:9]. (6) Given the reactants [Cl:1][C:2]1[C:3]([C:19]2[C:27]3[C:22](=[CH:23][CH:24]=[CH:25][CH:26]=3)[N:21]([S:28]([C:31]3[CH:36]=[CH:35][CH:34]=[CH:33][CH:32]=3)(=[O:30])=[O:29])[CH:20]=2)=[N:4][C:5]([NH:8][C@@H:9]2[CH2:14][CH2:13][CH2:12][C@H:11]([C:15]([O:17]C)=[O:16])[CH2:10]2)=[N:6][CH:7]=1.O[Li].O.O.Cl, predict the reaction product. The product is: [Cl:1][C:2]1[C:3]([C:19]2[C:27]3[C:22](=[CH:23][CH:24]=[CH:25][CH:26]=3)[N:21]([S:28]([C:31]3[CH:36]=[CH:35][CH:34]=[CH:33][CH:32]=3)(=[O:30])=[O:29])[CH:20]=2)=[N:4][C:5]([NH:8][C@@H:9]2[CH2:14][CH2:13][CH2:12][C@H:11]([C:15]([OH:17])=[O:16])[CH2:10]2)=[N:6][CH:7]=1. (7) The product is: [CH2:1]([O:4][C:5]1[CH:10]=[C:9]([F:11])[C:8]([F:12])=[C:7]([NH:13][C:14]2[CH:19]=[CH:18][C:17]([I:20])=[CH:16][C:15]=2[F:21])[C:6]=1[NH2:22])[CH:2]=[CH2:3]. Given the reactants [CH2:1]([O:4][C:5]1[C:6]([N+:22]([O-])=O)=[C:7]([NH:13][C:14]2[CH:19]=[CH:18][C:17]([I:20])=[CH:16][C:15]=2[F:21])[C:8]([F:12])=[C:9]([F:11])[CH:10]=1)[CH:2]=[CH2:3].[O-]S(S([O-])=O)=O.[Na+].[Na+], predict the reaction product. (8) Given the reactants [CH3:1][O:2][C:3]1[C:8]([C:9]([N:11]2[CH2:15][CH2:14][S:13][C:12]2=[S:16])=[O:10])=[CH:7][C:6]([C:17]([N:19]2CCS[C:20]2=S)=[O:18])=[CH:5][C:4]=1[C:25]([N:27]1[CH2:31][CH2:30][S:29][C:28]1=[S:32])=[O:26].CN.C(O)(C)C.CO, predict the reaction product. The product is: [CH3:1][O:2][C:3]1[C:4]([C:25]([N:27]2[CH2:31][CH2:30][S:29][C:28]2=[S:32])=[O:26])=[CH:5][C:6]([C:17]([NH:19][CH3:20])=[O:18])=[CH:7][C:8]=1[C:9]([N:11]1[CH2:15][CH2:14][S:13][C:12]1=[S:16])=[O:10]. (9) The product is: [OH:3][NH:2][C:34](=[O:35])/[CH:33]=[CH:32]/[C:29]1[CH:30]=[CH:31][C:26]([S:23]([N:20]2[CH2:21][CH2:22][N:17]([C:13]3[CH:14]=[CH:15][CH:16]=[C:11]([C:10]([F:38])([F:37])[F:9])[CH:12]=3)[CH2:18][CH2:19]2)(=[O:25])=[O:24])=[CH:27][CH:28]=1. Given the reactants Cl.[NH2:2][OH:3].C([O-])(O)=O.[Na+].[F:9][C:10]([F:38])([F:37])[C:11]1[CH:12]=[C:13]([N:17]2[CH2:22][CH2:21][N:20]([S:23]([C:26]3[CH:31]=[CH:30][C:29](/[CH:32]=[CH:33]/[C:34](Cl)=[O:35])=[CH:28][CH:27]=3)(=[O:25])=[O:24])[CH2:19][CH2:18]2)[CH:14]=[CH:15][CH:16]=1, predict the reaction product.